Dataset: Peptide-MHC class I binding affinity with 185,985 pairs from IEDB/IMGT. Task: Regression. Given a peptide amino acid sequence and an MHC pseudo amino acid sequence, predict their binding affinity value. This is MHC class I binding data. (1) The peptide sequence is RVPTVFHKK. The MHC is HLA-A31:01 with pseudo-sequence HLA-A31:01. The binding affinity (normalized) is 0.695. (2) The peptide sequence is RVLFSIFYK. The MHC is HLA-A31:01 with pseudo-sequence HLA-A31:01. The binding affinity (normalized) is 1.00. (3) The peptide sequence is NELRVAPE. The MHC is H-2-Kb with pseudo-sequence H-2-Kb. The binding affinity (normalized) is 0.247. (4) The peptide sequence is SELPDFACS. The MHC is HLA-B44:03 with pseudo-sequence HLA-B44:03. The binding affinity (normalized) is 0.245. (5) The peptide sequence is PKKTGMLEMW. The MHC is Mamu-B17 with pseudo-sequence Mamu-B17. The binding affinity (normalized) is 0.273. (6) The peptide sequence is LMQDCAIKA. The MHC is HLA-A02:11 with pseudo-sequence HLA-A02:11. The binding affinity (normalized) is 0.646.